Dataset: Full USPTO retrosynthesis dataset with 1.9M reactions from patents (1976-2016). Task: Predict the reactants needed to synthesize the given product. (1) Given the product [F:21][C:2]([F:1])([F:22])[C:3]1[CH:4]=[CH:5][C:6]([CH:9]2[CH2:14][C:13](=[O:15])[NH:12][C:11]([CH3:16])=[C:10]2[C:17]([OH:19])=[O:18])=[CH:7][CH:8]=1, predict the reactants needed to synthesize it. The reactants are: [F:1][C:2]([F:22])([F:21])[C:3]1[CH:8]=[CH:7][C:6]([CH:9]2[CH2:14][C:13](=[O:15])[NH:12][C:11]([CH3:16])=[C:10]2[C:17]([O:19]C)=[O:18])=[CH:5][CH:4]=1.[OH-].[Na+]. (2) Given the product [O:1]1[CH:5]=[CH:4][CH:3]=[C:2]1[C:6]1[CH:29]=[C:9]2[N:10]=[C:11]([NH:15][CH2:16][CH:17]3[CH2:21][CH2:20][CH2:19][NH:18]3)[N:12]=[C:13]([NH2:14])[N:8]2[N:7]=1, predict the reactants needed to synthesize it. The reactants are: [O:1]1[CH:5]=[CH:4][CH:3]=[C:2]1[C:6]1[CH:29]=[C:9]2[N:10]=[C:11]([N:15]3[CH2:21][CH2:20][CH2:19][N:18](CC4C=C(C)ON=4)[CH2:17][CH2:16]3)[N:12]=[C:13]([NH2:14])[N:8]2[N:7]=1.O1C=CC=C1C1C=C2N=C(S(C)(=O)=O)N=C(N)N2N=1.O1C=CC=C1C1N=C2N=C(S(C)(=O)=O)N=C(N)N2N=1. (3) Given the product [F:8][C:5]1[CH:6]=[CH:7][C:2]2[N:17]([S:18]([C:21]3[CH:26]=[CH:25][C:24]([O:27][CH3:28])=[CH:23][CH:22]=3)(=[O:20])=[O:19])[CH:15]([CH3:16])[C:10]3[C:9](=[CH:14][CH:13]=[CH:12][CH:11]=3)[C:3]=2[CH:4]=1, predict the reactants needed to synthesize it. The reactants are: F[C:2]1[CH:7]=[CH:6][C:5]([F:8])=[CH:4][C:3]=1[C:9]1[CH:14]=[CH:13][CH:12]=[CH:11][C:10]=1[CH:15]([NH:17][S:18]([C:21]1[CH:26]=[CH:25][C:24]([O:27][CH3:28])=[CH:23][CH:22]=1)(=[O:20])=[O:19])[CH3:16].C(=O)([O-])[O-].[K+].[K+]. (4) Given the product [F:27][C:28]1[CH:33]=[CH:32][C:31]([O:37][CH3:38])=[C:30]([C:2]2[N:11]=[C:10]([N:12]3[CH2:17][CH2:16][N:15]([C:18](=[O:25])[C@H:19]([OH:24])[CH2:20][CH:21]([CH3:23])[CH3:22])[CH2:14][CH2:13]3)[C:9]3[C:4](=[CH:5][C:6]([CH3:26])=[CH:7][CH:8]=3)[N:3]=2)[CH:29]=1, predict the reactants needed to synthesize it. The reactants are: Cl[C:2]1[N:11]=[C:10]([N:12]2[CH2:17][CH2:16][N:15]([C:18](=[O:25])[C@H:19]([OH:24])[CH2:20][CH:21]([CH3:23])[CH3:22])[CH2:14][CH2:13]2)[C:9]2[C:4](=[CH:5][C:6]([CH3:26])=[CH:7][CH:8]=2)[N:3]=1.[F:27][C:28]1[CH:29]=[CH:30][C:31]([O:37][CH3:38])=[C:32](B(O)O)[CH:33]=1.C([O-])([O-])=O.[K+].[K+].C(#N)C.